Task: Predict the product of the given reaction.. Dataset: Forward reaction prediction with 1.9M reactions from USPTO patents (1976-2016) (1) Given the reactants Cl[S:2]([N:5]=C=O)(=[O:4])=[O:3].C(O)=O.S(Cl)(=O)(=O)N.[CH3:16][C:17]1([OH:20])[CH2:19][CH2:18]1, predict the reaction product. The product is: [CH3:16][C:17]1([O:20][S:2](=[O:3])(=[O:4])[NH2:5])[CH2:19][CH2:18]1. (2) The product is: [CH3:22][N:21]([CH3:23])[C:19]1[C:18]([C:24]([F:25])([F:27])[F:26])=[CH:17][N:16]=[C:15]([NH:14][C@H:11]2[CH2:12][CH2:13][C@@H:8]([NH2:7])[CH2:9][CH2:10]2)[N:20]=1. Given the reactants C(OC(=O)[NH:7][C@H:8]1[CH2:13][CH2:12][C@@H:11]([NH:14][C:15]2[N:20]=[C:19]([N:21]([CH3:23])[CH3:22])[C:18]([C:24]([F:27])([F:26])[F:25])=[CH:17][N:16]=2)[CH2:10][CH2:9]1)(C)(C)C.C(O)(C(F)(F)F)=O, predict the reaction product. (3) Given the reactants [C:1]([O:5][C:6]([N:8]1[CH:13]([CH3:14])[CH2:12][N:11]([C:15]2[CH:20]=[CH:19][CH:18]=[CH:17][C:16]=2[N+:21]([O-])=O)[CH2:10][CH:9]1[CH3:24])=[O:7])([CH3:4])([CH3:3])[CH3:2], predict the reaction product. The product is: [C:1]([O:5][C:6]([N:8]1[CH:13]([CH3:14])[CH2:12][N:11]([C:15]2[CH:20]=[CH:19][CH:18]=[CH:17][C:16]=2[NH2:21])[CH2:10][CH:9]1[CH3:24])=[O:7])([CH3:2])([CH3:3])[CH3:4]. (4) Given the reactants [CH2:1]([C:3]1[C:8]([F:9])=[C:7]([S:10]([CH3:13])(=[O:12])=[O:11])[CH:6]=[CH:5][C:4]=1[C:14]([N:16]1[CH2:22][C:21]2[CH:23]=[C:24]([C:27]3[S:31][C:30]([NH:32]C(=O)C)=[N:29][CH:28]=3)[CH:25]=[CH:26][C:20]=2[O:19][CH2:18][CH2:17]1)=[O:15])[CH3:2].Cl, predict the reaction product. The product is: [CH2:1]([C:3]1[C:8]([F:9])=[C:7]([S:10]([CH3:13])(=[O:12])=[O:11])[CH:6]=[CH:5][C:4]=1[C:14]([N:16]1[CH2:22][C:21]2[CH:23]=[C:24]([C:27]3[S:31][C:30]([NH2:32])=[N:29][CH:28]=3)[CH:25]=[CH:26][C:20]=2[O:19][CH2:18][CH2:17]1)=[O:15])[CH3:2].